This data is from Forward reaction prediction with 1.9M reactions from USPTO patents (1976-2016). The task is: Predict the product of the given reaction. (1) Given the reactants [CH2:1]([O:5][CH2:6][CH2:7][O:8][C:9]1[CH:14]=[CH:13][C:12]([C:15]2[CH:20]=[CH:19][C:18]([N:21]([CH2:26][CH3:27])[CH2:22][CH:23]([CH3:25])[CH3:24])=[C:17](/[CH:28]=[CH:29]/[C:30]([O:32]CC)=[O:31])[CH:16]=2)=[CH:11][CH:10]=1)[CH2:2][CH2:3][CH3:4].[OH-].[Na+].Cl, predict the reaction product. The product is: [CH2:1]([O:5][CH2:6][CH2:7][O:8][C:9]1[CH:14]=[CH:13][C:12]([C:15]2[CH:20]=[CH:19][C:18]([N:21]([CH2:26][CH3:27])[CH2:22][CH:23]([CH3:25])[CH3:24])=[C:17](/[CH:28]=[CH:29]/[C:30]([OH:32])=[O:31])[CH:16]=2)=[CH:11][CH:10]=1)[CH2:2][CH2:3][CH3:4]. (2) Given the reactants [CH3:1][C@@H:2]1[CH2:7][NH:6][CH2:5][CH2:4][N:3]1C(OC(C)(C)C)=O.CCN(C(C)C)C(C)C.[F:24][C:25]([F:37])([F:36])[C:26]1[CH:31]=[CH:30][C:29]([S:32](Cl)(=[O:34])=[O:33])=[CH:28][CH:27]=1.Cl.O1CCOCC1, predict the reaction product. The product is: [CH3:1][C@H:2]1[NH:3][CH2:4][CH2:5][N:6]([S:32]([C:29]2[CH:28]=[CH:27][C:26]([C:25]([F:24])([F:36])[F:37])=[CH:31][CH:30]=2)(=[O:34])=[O:33])[CH2:7]1. (3) Given the reactants [Cl:1][C:2]1[CH:3]=[C:4]([C:8]2[C:13]([O:14][CH3:15])=[CH:12][CH:11]=[C:10]([CH2:16][C:17]3[CH:18]=[CH:19][C:20]([CH:23]([NH2:25])[CH3:24])=[N:21][CH:22]=3)[C:9]=2[F:26])[CH:5]=[CH:6][CH:7]=1.O1CCOCC1.[ClH:33], predict the reaction product. The product is: [ClH:1].[ClH:33].[Cl:1][C:2]1[CH:3]=[C:4]([C:8]2[C:13]([O:14][CH3:15])=[CH:12][CH:11]=[C:10]([CH2:16][C:17]3[CH:18]=[CH:19][C:20]([CH:23]([NH2:25])[CH3:24])=[N:21][CH:22]=3)[C:9]=2[F:26])[CH:5]=[CH:6][CH:7]=1. (4) Given the reactants FC1C(F)=CC(C2C=CC(OCC3C=C4C(C=CN4CCC(O)=O)=CC=3)=CC=2)=C(OC)C=1.C([O:35][C:36](=[O:65])[CH2:37][N:38]1[C:46]2[C:41](=[C:42]([CH2:47][O:48][C:49]3[CH:54]=[CH:53][C:52]([C:55]4[CH:60]=[C:59]([F:61])[C:58]([F:62])=[CH:57][C:56]=4[O:63][CH3:64])=[CH:51][CH:50]=3)[CH:43]=[CH:44][CH:45]=2)[CH:40]=[CH:39]1)C, predict the reaction product. The product is: [F:62][C:58]1[C:59]([F:61])=[CH:60][C:55]([C:52]2[CH:53]=[CH:54][C:49]([O:48][CH2:47][C:42]3[CH:43]=[CH:44][CH:45]=[C:46]4[C:41]=3[CH:40]=[CH:39][N:38]4[CH2:37][C:36]([OH:65])=[O:35])=[CH:50][CH:51]=2)=[C:56]([O:63][CH3:64])[CH:57]=1. (5) Given the reactants C(N(CC)CC)C.CN(C1C=CC=CN=1)C.[CH:17]1([C:20](Cl)=[O:21])[CH2:19][CH2:18]1.[NH2:23][C:24]1[CH:25]=[C:26]2[C:30](=[CH:31][CH:32]=1)[N:29]([CH2:33][C:34]1[CH:39]=[CH:38][CH:37]=[C:36]([O:40][CH3:41])[CH:35]=1)[C:28]([C:42]([O:44][CH2:45]C)=[O:43])=[C:27]2[C:47]1[CH:52]=[CH:51][C:50]([C:53]([CH3:56])([CH3:55])[CH3:54])=[CH:49][CH:48]=1, predict the reaction product. The product is: [C:53]([C:50]1[CH:49]=[CH:48][C:47]([C:27]2[C:26]3[C:30](=[CH:31][CH:32]=[C:24]([NH:23][C:20]([CH:17]4[CH2:19][CH2:18]4)=[O:21])[CH:25]=3)[N:29]([CH2:33][C:34]3[CH:39]=[CH:38][CH:37]=[C:36]([O:40][CH3:41])[CH:35]=3)[C:28]=2[C:42]([O:44][CH3:45])=[O:43])=[CH:52][CH:51]=1)([CH3:56])([CH3:54])[CH3:55].